This data is from Catalyst prediction with 721,799 reactions and 888 catalyst types from USPTO. The task is: Predict which catalyst facilitates the given reaction. (1) Reactant: [CH2:1]([O:5][CH2:6][CH2:7][O:8][C:9]1[CH:14]=[CH:13][C:12]([C:15]2[CH:16]=[CH:17][C:18]3[N:25]([CH2:26][CH:27]([CH3:29])[CH3:28])[CH2:24][CH2:23][CH2:22][C:21]([C:30]([NH:32][C:33]4[CH:38]=[CH:37][C:36]([S:39][CH2:40][C:41]5[N:45]([CH2:46][CH2:47][CH3:48])[CH:44]=[N:43][N:42]=5)=[CH:35][CH:34]=4)=[O:31])=[CH:20][C:19]=3[CH:49]=2)=[CH:11][CH:10]=1)[CH2:2][CH2:3][CH3:4].ClC1C=CC=C(C(OO)=[O:58])C=1.S([O-])([O-])(=O)=S.[Na+].[Na+]. Product: [CH2:1]([O:5][CH2:6][CH2:7][O:8][C:9]1[CH:10]=[CH:11][C:12]([C:15]2[CH:16]=[CH:17][C:18]3[N:25]([CH2:26][CH:27]([CH3:28])[CH3:29])[CH2:24][CH2:23][CH2:22][C:21]([C:30]([NH:32][C:33]4[CH:34]=[CH:35][C:36]([S:39]([CH2:40][C:41]5[N:45]([CH2:46][CH2:47][CH3:48])[CH:44]=[N:43][N:42]=5)=[O:58])=[CH:37][CH:38]=4)=[O:31])=[CH:20][C:19]=3[CH:49]=2)=[CH:13][CH:14]=1)[CH2:2][CH2:3][CH3:4]. The catalyst class is: 4. (2) Reactant: CS(O[CH2:6][CH:7]([NH:9][C:10]([O:12][CH2:13][C:14]1[CH:19]=[CH:18][CH:17]=[CH:16][CH:15]=1)=[O:11])[CH3:8])(=O)=O.C(O)(=O)C[SH:22].[O-:25][CH2:26][CH3:27].[Na+]. Product: [CH2:13]([O:12][C:10]([NH:9][CH:7]([CH3:8])[CH2:6][CH2:27][C:26]([OH:25])=[S:22])=[O:11])[C:14]1[CH:15]=[CH:16][CH:17]=[CH:18][CH:19]=1. The catalyst class is: 8. (3) Product: [CH3:19][P:20]1(=[O:21])[O:5][CH2:4][CH:3]([C:6]2[CH:18]=[CH:17][C:9]([C:10]([O:12][C:13]([CH3:15])([CH3:14])[CH3:16])=[O:11])=[CH:8][CH:7]=2)[CH2:2][O:1]1. The catalyst class is: 34. Reactant: [OH:1][CH2:2][CH:3]([C:6]1[CH:18]=[CH:17][C:9]([C:10]([O:12][C:13]([CH3:16])([CH3:15])[CH3:14])=[O:11])=[CH:8][CH:7]=1)[CH2:4][OH:5].[CH3:19][P:20](Cl)(Cl)=[O:21]. (4) Reactant: [H-].[Na+].[CH3:3]N(C=O)C.[Br:8][C:9]1[CH:14]=[CH:13][CH:12]=[C:11]([NH:15][CH2:16][CH2:17][CH2:18][N:19]2[CH2:24][CH2:23][O:22][CH2:21][CH2:20]2)[N:10]=1.IC. Product: [Br:8][C:9]1[N:10]=[C:11]([N:15]([CH3:3])[CH2:16][CH2:17][CH2:18][N:19]2[CH2:24][CH2:23][O:22][CH2:21][CH2:20]2)[CH:12]=[CH:13][CH:14]=1. The catalyst class is: 6.